From a dataset of Catalyst prediction with 721,799 reactions and 888 catalyst types from USPTO. Predict which catalyst facilitates the given reaction. (1) Reactant: Cl.N[C@H]1CCC[C@H]1CO.[F:10][C:11]1[CH:16]=[C:15]([F:17])[CH:14]=[CH:13][C:12]=1[CH2:18][NH:19][C:20]([C:22]1[C:23](=[O:48])[C:24]([O:40]CC2C=CC=CC=2)=[C:25]2[C:34](=[O:35])[N:33]3[CH:28]([O:29][CH2:30][CH:31]4[CH2:38][CH2:37][CH2:36][CH:32]43)[CH2:27][N:26]2[CH:39]=1)=[O:21]. Product: [F:10][C:11]1[CH:16]=[C:15]([F:17])[CH:14]=[CH:13][C:12]=1[CH2:18][NH:19][C:20]([C:22]1[C:23](=[O:48])[C:24]([OH:40])=[C:25]2[C:34](=[O:35])[N:33]3[CH:28]([O:29][CH2:30][CH:31]4[CH2:38][CH2:37][CH2:36][CH:32]43)[CH2:27][N:26]2[CH:39]=1)=[O:21]. The catalyst class is: 45. (2) Reactant: Cl[C:2]1[CH:7]=[C:6]([O:8][CH3:9])[N:5]=[CH:4][N:3]=1.[Cl:10][C:11]1[CH:17]=[CH:16][C:14]([NH2:15])=[C:13](B2OC(C)(C)C(C)(C)O2)[CH:12]=1.C([O-])([O-])=O.[Na+].[Na+].COCCOC. Product: [Cl:10][C:11]1[CH:17]=[CH:16][C:14]([NH2:15])=[C:13]([C:2]2[CH:7]=[C:6]([O:8][CH3:9])[N:5]=[CH:4][N:3]=2)[CH:12]=1. The catalyst class is: 315. (3) Reactant: [F:1][C:2]1[CH:7]=[CH:6][CH:5]=[C:4]([F:8])[C:3]=1[N:9]1[C:14]2[N:15]=[C:16](S(C)=O)[N:17]=[C:18]([C:19]3[CH:20]=[C:21]([CH:30]=[CH:31][C:32]=3[CH3:33])[C:22]([NH:24][C:25]3[S:26][CH:27]=[CH:28][N:29]=3)=[O:23])[C:13]=2[CH2:12][NH:11][C:10]1=[O:37].CC(N)C(C)[NH2:41].[CH2:44]([N:46]([CH2:49]C)[CH2:47]C)[CH3:45]. Product: [F:1][C:2]1[CH:7]=[CH:6][CH:5]=[C:4]([F:8])[C:3]=1[N:9]1[C:14]2[N:15]=[C:16]([NH:41][CH2:45][CH2:44][N:46]([CH3:49])[CH3:47])[N:17]=[C:18]([C:19]3[CH:20]=[C:21]([CH:30]=[CH:31][C:32]=3[CH3:33])[C:22]([NH:24][C:25]3[S:26][CH:27]=[CH:28][N:29]=3)=[O:23])[C:13]=2[CH2:12][NH:11][C:10]1=[O:37]. The catalyst class is: 4. (4) Reactant: Br[C:2]1[C:8]([O:9][CH3:10])=[CH:7][CH:6]=[CH:5][C:3]=1[NH2:4]. Product: [CH3:10][O:9][C:8]1[C:2]2[C:3](=[N:4][C:2]3[C:3]([N:4]=2)=[CH:5][CH:6]=[CH:7][C:8]=3[O:9][CH3:10])[CH:5]=[CH:6][CH:7]=1. The catalyst class is: 11.